From a dataset of Full USPTO retrosynthesis dataset with 1.9M reactions from patents (1976-2016). Predict the reactants needed to synthesize the given product. (1) Given the product [Br:1][C:2]1[CH:3]=[CH:4][C:5]([Cl:18])=[C:6]([CH2:8][C:10]2[CH:15]=[CH:14][C:13]([O:16][CH3:17])=[CH:12][CH:11]=2)[CH:7]=1, predict the reactants needed to synthesize it. The reactants are: [Br:1][C:2]1[CH:3]=[CH:4][C:5]([Cl:18])=[C:6]([C:8]([C:10]2[CH:15]=[CH:14][C:13]([O:16][CH3:17])=[CH:12][CH:11]=2)=O)[CH:7]=1.C([SiH](CC)CC)C.C(OC)(C)(C)C.C(=O)(O)[O-].[Na+]. (2) Given the product [ClH:38].[OH:37][C:23]1[CH:24]=[CH:25][C:26]([C:2]2[CH:3]=[CH:4][C:5]3[N:6]([N:8]=[C:9]([NH:11][C:12](=[O:19])[C:13]4[CH:18]=[CH:17][CH:16]=[N:15][CH:14]=4)[N:10]=3)[CH:7]=2)=[CH:27][C:22]=1[O:21][CH3:20], predict the reactants needed to synthesize it. The reactants are: Br[C:2]1[CH:3]=[CH:4][C:5]2[N:6]([N:8]=[C:9]([NH:11][C:12](=[O:19])[C:13]3[CH:18]=[CH:17][CH:16]=[N:15][CH:14]=3)[N:10]=2)[CH:7]=1.[CH3:20][O:21][C:22]1[CH:27]=[C:26](B2OC(C)(C)C(C)(C)O2)[CH:25]=[CH:24][C:23]=1[OH:37].[ClH:38]. (3) Given the product [CH3:20][C:2]([NH:21][C:22](=[O:27])[C:23]([F:26])([F:25])[F:24])([CH3:1])[CH2:3][C:4]1[CH:9]=[CH:8][C:7]([S:10]([C:11]2[CH:12]=[C:13]([CH:17]=[CH:18][CH:19]=2)[C:14]([OH:16])=[O:15])(=[O:29])=[O:28])=[CH:6][CH:5]=1, predict the reactants needed to synthesize it. The reactants are: [CH3:1][C:2]([NH:21][C:22](=[O:27])[C:23]([F:26])([F:25])[F:24])([CH3:20])[CH2:3][C:4]1[CH:9]=[CH:8][C:7]([S:10][C:11]2[CH:12]=[C:13]([CH:17]=[CH:18][CH:19]=2)[C:14]([OH:16])=[O:15])=[CH:6][CH:5]=1.[OH2:28].[OH:29]OS([O-])=O.[K+]. (4) Given the product [CH3:1][S:2]([O:31][CH2:30][CH2:29][CH2:28][O:27][C:26]1[CH:25]=[CH:24][C:23]([N:20]2[CH2:19][CH2:18][N:17]([C:14]3[CH:15]=[CH:16][C:11]4[N:12]([C:8]([C:7]([F:6])([F:34])[F:35])=[N:9][N:10]=4)[N:13]=3)[CH2:22][CH2:21]2)=[CH:33][CH:32]=1)(=[O:4])=[O:3], predict the reactants needed to synthesize it. The reactants are: [CH3:1][S:2](Cl)(=[O:4])=[O:3].[F:6][C:7]([F:35])([F:34])[C:8]1[N:12]2[N:13]=[C:14]([N:17]3[CH2:22][CH2:21][N:20]([C:23]4[CH:33]=[CH:32][C:26]([O:27][CH2:28][CH2:29][CH2:30][OH:31])=[CH:25][CH:24]=4)[CH2:19][CH2:18]3)[CH:15]=[CH:16][C:11]2=[N:10][N:9]=1.C(N(CC)CC)C.O. (5) Given the product [CH3:15][O:18][C:7]1[C:8]([O:13][CH3:14])=[CH:9][CH:10]=[C:2]([N:22]2[N:23]=[CH:24][CH:25]=[N:21]2)[C:3]=1[C:4]([OH:6])=[O:5].[CH3:12][O:11][C:9]1[C:8]([O:13][CH3:14])=[CH:7][CH:3]=[C:2]([N:21]2[CH:25]=[CH:24][N:23]=[N:22]2)[C:10]=1[C:15]([OH:16])=[O:18], predict the reactants needed to synthesize it. The reactants are: Br[C:2]1[CH:10]=[C:9]([O:11][CH3:12])[C:8]([O:13][CH3:14])=[CH:7][C:3]=1[C:4]([OH:6])=[O:5].[C:15](=[O:18])([O-])[O-:16].[Cs+].[Cs+].[NH:21]1[CH:25]=[CH:24][N:23]=[N:22]1.CN[C@@H]1CCCC[C@H]1NC. (6) Given the product [Cl:1][C:2]1[CH:3]=[C:4]([C:9]2([C:22]([F:23])([F:25])[F:24])[O:13][N:12]=[C:11]([C:14]3[CH:15]=[CH:16][C:17]([CH3:21])=[C:18]([NH:19][C:32](=[O:33])[C:27]4[CH:28]=[CH:29][CH:30]=[CH:31][C:26]=4[CH3:35])[CH:20]=3)[CH2:10]2)[CH:5]=[C:6]([Cl:8])[CH:7]=1, predict the reactants needed to synthesize it. The reactants are: [Cl:1][C:2]1[CH:3]=[C:4]([C:9]2([C:22]([F:25])([F:24])[F:23])[O:13][N:12]=[C:11]([C:14]3[CH:15]=[CH:16][C:17]([CH3:21])=[C:18]([CH:20]=3)[NH2:19])[CH2:10]2)[CH:5]=[C:6]([Cl:8])[CH:7]=1.[C:26]1([CH3:35])[C:27]([C:32](O)=[O:33])=[CH:28][CH:29]=[CH:30][CH:31]=1.Cl.C(N(CC)CCCN=C=NCC)C.C(=O)([O-])O.[Na+].